The task is: Predict the product of the given reaction.. This data is from Forward reaction prediction with 1.9M reactions from USPTO patents (1976-2016). (1) Given the reactants Br[C:2]1[CH:7]=[CH:6][C:5]([C:8]2[N:12]([CH2:13][C@@H:14]3[CH2:18][CH2:17][N:16]([C:19]([CH:21]4[CH2:23][CH2:22]4)=[O:20])[CH2:15]3)[CH:11]=[N:10][N:9]=2)=[CH:4][CH:3]=1.B1(B2OC(C)(C)C(C)(C)O2)OC(C)(C)C(C)(C)O1.CC([O-])=O.[K+].Br[C:48]1[CH:56]=[C:55]2[C:51]([CH:52]=[N:53][NH:54]2)=[CH:50][CH:49]=1.C([O-])([O-])=O.[K+].[K+], predict the reaction product. The product is: [CH:21]1([C:19]([N:16]2[CH2:17][CH2:18][C@@H:14]([CH2:13][N:12]3[CH:11]=[N:10][N:9]=[C:8]3[C:5]3[CH:6]=[CH:7][C:2]([C:48]4[CH:56]=[C:55]5[C:51]([CH:52]=[N:53][NH:54]5)=[CH:50][CH:49]=4)=[CH:3][CH:4]=3)[CH2:15]2)=[O:20])[CH2:23][CH2:22]1. (2) Given the reactants [NH2:1][C:2]1[CH:7]=[CH:6][CH:5]=[CH:4][C:3]=1[C:8]1[NH:12][C:11]([C@H:13]2[N:21]3[C:16](=[CH:17][C:18]([C:23]4[CH:28]=[C:27]([Cl:29])[CH:26]=[CH:25][C:24]=4[N:30]4[CH:34]=[N:33][N:32]=[N:31]4)=[CH:19][C:20]3=[O:22])[CH2:15][CH2:14]2)=[N:10][CH:9]=1.Cl[C:36]([O:38][CH3:39])=[O:37], predict the reaction product. The product is: [CH3:39][O:38][C:36](=[O:37])[NH:1][C:2]1[CH:7]=[CH:6][CH:5]=[CH:4][C:3]=1[C:8]1[NH:12][C:11]([C@H:13]2[N:21]3[C:16](=[CH:17][C:18]([C:23]4[CH:28]=[C:27]([Cl:29])[CH:26]=[CH:25][C:24]=4[N:30]4[CH:34]=[N:33][N:32]=[N:31]4)=[CH:19][C:20]3=[O:22])[CH2:15][CH2:14]2)=[N:10][CH:9]=1. (3) Given the reactants O[CH2:2][C:3]1[CH:8]=[CH:7][CH:6]=[CH:5][C:4]=1[S:9][C:10]1[C:15]([CH2:16]O)=[CH:14][CH:13]=[CH:12][CH:11]=1.C([N:21]([CH:24]([CH3:26])C)CC)(C)C.O.Cl.[C:29](#[N:32])[CH2:30]C, predict the reaction product. The product is: [C:29]([CH2:30][CH2:2][C:3]1[CH:8]=[CH:7][CH:6]=[CH:5][C:4]=1[S:9][C:10]1[C:15]([CH2:16][CH2:26][C:24]#[N:21])=[CH:14][CH:13]=[CH:12][CH:11]=1)#[N:32].